From a dataset of NCI-60 drug combinations with 297,098 pairs across 59 cell lines. Regression. Given two drug SMILES strings and cell line genomic features, predict the synergy score measuring deviation from expected non-interaction effect. Drug 1: CC1=C(C=C(C=C1)NC2=NC=CC(=N2)N(C)C3=CC4=NN(C(=C4C=C3)C)C)S(=O)(=O)N.Cl. Drug 2: CNC(=O)C1=NC=CC(=C1)OC2=CC=C(C=C2)NC(=O)NC3=CC(=C(C=C3)Cl)C(F)(F)F. Cell line: LOX IMVI. Synergy scores: CSS=28.5, Synergy_ZIP=-7.29, Synergy_Bliss=-6.12, Synergy_Loewe=-14.1, Synergy_HSA=-4.20.